From a dataset of Reaction yield outcomes from USPTO patents with 853,638 reactions. Predict the reaction yield, written as a fraction of the theoretical maximum amount of product (1.0 means a 100% yield; for example, 0.34 means a 34% yield). (1) The reactants are FC1[CH:24]=[CH:23][C:5]([CH2:6][N:7]2[CH2:11][CH2:10][N:9]([C:12]3[CH:13]=[C:14]([CH:19]=[CH:20][N:21]=3)[C:15]([O:17]C)=O)[C:8]2=[O:22])=CC=1.C1(CN2CCN(C3C=C(C=CN=3)C(OC)=O)C2=O)CC1.[N:45]1[CH:50]=[CH:49][C:48]([CH2:51][NH2:52])=[CH:47][CH:46]=1. No catalyst specified. The product is [CH:5]1([CH2:6][N:7]2[CH2:11][CH2:10][N:9]([C:12]3[CH:13]=[C:14]([CH:19]=[CH:20][N:21]=3)[C:15]([NH:52][CH2:51][C:48]3[CH:49]=[CH:50][N:45]=[CH:46][CH:47]=3)=[O:17])[C:8]2=[O:22])[CH2:23][CH2:24]1. The yield is 0.600. (2) The reactants are Br[CH:2]1[CH2:7][CH2:6][CH2:5][CH2:4][CH2:3]1.[O:8]=[CH:9][C:10]1[CH:18]=[CH:17][C:15]([OH:16])=[C:12]([O:13][CH3:14])[CH:11]=1.C(=O)([O-])[O-].[K+].[K+].[I-].[Na+]. The catalyst is CCO. The product is [CH:2]1([O:16][C:15]2[CH:17]=[CH:18][C:10]([CH:9]=[O:8])=[CH:11][C:12]=2[O:13][CH3:14])[CH2:7][CH2:6][CH2:5][CH2:4][CH2:3]1. The yield is 0.370. (3) The catalyst is COCCOC.O.[Pd].C1(P(C2C=CC=CC=2)C2C=CC=CC=2)C=CC=CC=1.C1(P(C2C=CC=CC=2)C2C=CC=CC=2)C=CC=CC=1.C1(P(C2C=CC=CC=2)C2C=CC=CC=2)C=CC=CC=1.C1(P(C2C=CC=CC=2)C2C=CC=CC=2)C=CC=CC=1. The reactants are I[C:2]1[C:7]([CH:8]([O:13][C:14]([CH3:17])([CH3:16])[CH3:15])[C:9]([O:11][CH3:12])=[O:10])=[C:6]([CH3:18])[N:5]=[C:4]2[S:19][C:20]3[CH2:25][CH2:24][CH2:23][CH2:22][C:21]=3[C:3]=12.C(=O)([O-])[O-].[K+].[K+].[Cl:32][C:33]1[C:42](B2OC(C)(C)C(C)(C)O2)=[CH:41][CH:40]=[C:39]2[C:34]=1[CH2:35][CH2:36][CH2:37][O:38]2.C(OCC)(=O)C. The yield is 0.340. The product is [CH3:18][C:6]1[N:5]=[C:4]2[S:19][C:20]3[CH2:25][CH2:24][CH2:23][CH2:22][C:21]=3[C:3]2=[C:2]([C:42]2[C:33]([Cl:32])=[C:34]3[C:39](=[CH:40][CH:41]=2)[O:38][CH2:37][CH2:36][CH2:35]3)[C:7]=1[CH:8]([O:13][C:14]([CH3:17])([CH3:16])[CH3:15])[C:9]([O:11][CH3:12])=[O:10]. (4) The reactants are Cl.O1CCOCC1.C(OC([NH:15][CH2:16][C@H:17]([C:21]1[CH:26]=[CH:25][C:24]([Cl:27])=[CH:23][CH:22]=1)[C:18]([OH:20])=[O:19])=O)(C)(C)C.O1CCOCC1. The catalyst is C(Cl)Cl. The product is [ClH:27].[NH2:15][CH2:16][C@H:17]([C:21]1[CH:22]=[CH:23][C:24]([Cl:27])=[CH:25][CH:26]=1)[C:18]([OH:20])=[O:19]. The yield is 0.768. (5) The reactants are [N+:1]([C:4]1[CH:5]=[C:6]([CH:11]=[C:12]([C:14]([F:17])([F:16])[F:15])[CH:13]=1)[C:7]([NH:9][NH2:10])=[O:8])([O-:3])=[O:2].[CH2:18](OC(OCC)(OCC)C)[CH3:19]. No catalyst specified. The product is [CH3:18][C:19]1[O:8][C:7]([C:6]2[CH:11]=[C:12]([C:14]([F:15])([F:16])[F:17])[CH:13]=[C:4]([N+:1]([O-:3])=[O:2])[CH:5]=2)=[N:9][N:10]=1. The yield is 0.820.